From a dataset of Full USPTO retrosynthesis dataset with 1.9M reactions from patents (1976-2016). Predict the reactants needed to synthesize the given product. (1) Given the product [NH2:11][C@H:12]1[CH2:17][CH2:16][CH2:15][N:14]([P:18]([NH:20][C:21]2[CH:22]=[CH:23][C:24]([O:27][CH3:28])=[CH:25][CH:26]=2)([NH:29][C:30]2[CH:31]=[CH:32][C:33]([O:36][CH3:37])=[CH:34][CH:35]=2)=[O:19])[C:13]1=[O:38], predict the reactants needed to synthesize it. The reactants are: C(OC([NH:11][C@H:12]1[CH2:17][CH2:16][CH2:15][N:14]([P:18]([NH:29][C:30]2[CH:35]=[CH:34][C:33]([O:36][CH3:37])=[CH:32][CH:31]=2)([NH:20][C:21]2[CH:26]=[CH:25][C:24]([O:27][CH3:28])=[CH:23][CH:22]=2)=[O:19])[C:13]1=[O:38])=O)C1C=CC=CC=1. (2) Given the product [CH3:16][C@@H:4]([C:3]#[CH:2])[CH2:5][CH2:6][CH2:7][CH2:8][O:9][CH:10]1[CH2:15][CH2:14][CH2:13][CH2:12][O:11]1, predict the reactants needed to synthesize it. The reactants are: Br[C:2](Br)=[CH:3][C@H:4]([CH3:16])[CH2:5][CH2:6][CH2:7][CH2:8][O:9][CH:10]1[CH2:15][CH2:14][CH2:13][CH2:12][O:11]1.[Li]CCCC.O. (3) The reactants are: [CH2:1]([N:8]1[CH2:17][CH2:16][C:15]2[C:14](O)=[N:13][C:12]([C:19]([F:22])([F:21])[F:20])=[N:11][C:10]=2[CH:9]1[CH2:23][C:24]1[CH:29]=[CH:28][CH:27]=[CH:26][CH:25]=1)[C:2]1[CH:7]=[CH:6][CH:5]=[CH:4][CH:3]=1.C1(P(Cl)([Cl:38])=O)C=CC=CC=1. Given the product [CH2:1]([N:8]1[CH2:17][CH2:16][C:15]2[C:14]([Cl:38])=[N:13][C:12]([C:19]([F:22])([F:21])[F:20])=[N:11][C:10]=2[CH:9]1[CH2:23][C:24]1[CH:29]=[CH:28][CH:27]=[CH:26][CH:25]=1)[C:2]1[CH:7]=[CH:6][CH:5]=[CH:4][CH:3]=1, predict the reactants needed to synthesize it. (4) Given the product [C:26]([NH:28][CH2:29][CH2:33][C:34]([NH:118][C@@H:114]([CH2:113][S:112][CH2:111]/[CH:110]=[C:109](\[CH3:119])/[CH2:108][CH2:107]/[CH:106]=[C:105](\[CH3:120])/[CH2:104][CH2:103][CH:102]=[C:101]([CH3:121])[CH3:100])[C:115]([OH:117])=[O:116])=[O:74])(=[O:27])[CH3:25], predict the reactants needed to synthesize it. The reactants are: C[C@@H](O)[C@@H:25]1NC(=O)[C@H:29]([CH2:33][CH2:34]N)[NH:28][C:26](=[O:27])[C@H:25](CCN)NC(=O)[C@H](CC(C)C)NC(=O)[C@@H:29]([CH2:33][C:34]2C=CC=CC=2)[NH:28][C:26](=[O:27])[C@H:25](CCN)NC(=O)[C@@H:34](NC([C@@H](N)CCN)=O)[CH2:33][CH2:29][NH:28][C:26]1=[O:27].OS(O)(=O)=O.CN(C([O:74]N1N=NC2C=CC=NC1=2)=[N+](C)C)C.F[P-](F)(F)(F)(F)F.C(N(CC)C(C)C)(C)C.[CH3:100][C:101]([CH3:121])=[CH:102][CH2:103][CH2:104]/[C:105](/[CH3:120])=[CH:106]/[CH2:107][CH2:108]/[C:109](/[CH3:119])=[CH:110]/[CH2:111][S:112][CH2:113][C@H:114]([NH2:118])[C:115]([OH:117])=[O:116]. (5) Given the product [CH:30]([NH:33][C:34]([N:22]1[CH:23]=[CH:24][C:20]([C:17]2[CH:18]=[C:19]3[C:14](=[CH:15][CH:16]=2)[N:13]([CH3:25])[C:12]2[N:26]([CH3:29])[C:27](=[O:28])[C:9]([C:3]4[CH:4]=[CH:5][C:6]([Cl:8])=[CH:7][C:2]=4[Cl:1])=[CH:10][C:11]3=2)=[N:21]1)=[O:35])([CH3:32])[CH3:31], predict the reactants needed to synthesize it. The reactants are: [Cl:1][C:2]1[CH:7]=[C:6]([Cl:8])[CH:5]=[CH:4][C:3]=1[C:9]1[C:27](=[O:28])[N:26]([CH3:29])[C:12]2[N:13]([CH3:25])[C:14]3[C:19]([C:11]=2[CH:10]=1)=[CH:18][C:17]([C:20]1[NH:21][N:22]=[CH:23][CH:24]=1)=[CH:16][CH:15]=3.[CH:30]([N:33]=[C:34]=[O:35])([CH3:32])[CH3:31].CCOCC. (6) Given the product [CH3:7][N:8]1[CH:13]=[C:12]([S:14]([NH2:1])(=[O:16])=[O:15])[C:11](=[O:18])[N:10]([CH3:19])[C:9]1=[O:20], predict the reactants needed to synthesize it. The reactants are: [NH3:1].C1COCC1.[CH3:7][N:8]1[CH:13]=[C:12]([S:14](Cl)(=[O:16])=[O:15])[C:11](=[O:18])[N:10]([CH3:19])[C:9]1=[O:20]. (7) Given the product [CH3:1][O:2][C:3](=[O:27])[CH2:4][O:5][C:6]1[CH:15]=[CH:14][C:13]([Cl:16])=[C:12]2[C:7]=1[CH:8]=[C:9]([CH2:18][C:19]1[CH:20]=[CH:21][C:22]([Cl:25])=[CH:23][CH:24]=1)[C:10]([CH3:17])=[N:11]2, predict the reactants needed to synthesize it. The reactants are: [CH3:1][O:2][C:3](=[O:27])[CH2:4][O:5][C:6]1[CH:15]=[CH:14][C:13]([Cl:16])=[C:12]2[C:7]=1[C:8](Cl)=[C:9]([CH2:18][C:19]1[CH:24]=[CH:23][C:22]([Cl:25])=[CH:21][CH:20]=1)[C:10]([CH3:17])=[N:11]2.Cl. (8) Given the product [CH3:18][C:16]1[N:17]=[C:10]2[C:9](=[O:8])[CH2:14][CH2:13][CH2:12][N:11]2[CH:15]=1, predict the reactants needed to synthesize it. The reactants are: C([O:8][C:9]1[C:10]2[N:11]([CH:15]=[C:16]([CH3:18])[N:17]=2)[CH:12]=[CH:13][CH:14]=1)C1C=CC=CC=1.[H][H].